This data is from Full USPTO retrosynthesis dataset with 1.9M reactions from patents (1976-2016). The task is: Predict the reactants needed to synthesize the given product. (1) Given the product [F:1][C:2]([F:21])([F:20])[CH2:3][C:4]1[O:9][C:8]([C@H:10]2[CH2:15][CH2:14][C@H:13]([C:16]([O:18][CH3:19])=[O:17])[CH2:12][CH2:11]2)=[N:7][N:6]=1, predict the reactants needed to synthesize it. The reactants are: [F:1][C:2]([F:21])([F:20])[CH2:3][C:4]([NH:6][NH:7][C:8]([C@H:10]1[CH2:15][CH2:14][C@H:13]([C:16]([O:18][CH3:19])=[O:17])[CH2:12][CH2:11]1)=[O:9])=O.O=P(Cl)(Cl)Cl. (2) Given the product [CH2:3]([N:10]1[CH2:11][CH2:12][CH:13]([C:16]2[CH:21]=[CH:20][CH:19]=[C:18]([Br:22])[CH:17]=2)[CH:14]([OH:29])[CH2:15]1)[C:4]1[CH:5]=[CH:6][CH:7]=[CH:8][CH:9]=1, predict the reactants needed to synthesize it. The reactants are: [BH4-].[Na+].[CH2:3]([N:10]1[CH2:15][CH:14]=[C:13]([C:16]2[CH:21]=[CH:20][CH:19]=[C:18]([Br:22])[CH:17]=2)[CH2:12][CH2:11]1)[C:4]1[CH:9]=[CH:8][CH:7]=[CH:6][CH:5]=1.B(F)(F)F.CC[O:29]CC.[OH-].[K+].OO.B(O)(O)O. (3) Given the product [F:19][CH:18]([F:20])[CH2:17][N:15]1[CH:16]=[C:12]([N:9]2[C:10](=[O:11])[C:5]3[C:6](=[N:7][C:2]([C:32]4[CH:31]=[N:30][CH:29]=[C:28]([C@@H:26]([OH:27])[C:25]([F:44])([F:24])[F:43])[CH:33]=4)=[CH:3][C:4]=3[CH3:23])[C:8]2([CH3:22])[CH3:21])[CH:13]=[N:14]1, predict the reactants needed to synthesize it. The reactants are: Cl[C:2]1[N:7]=[C:6]2[C:8]([CH3:22])([CH3:21])[N:9]([C:12]3[CH:13]=[N:14][N:15]([CH2:17][CH:18]([F:20])[F:19])[CH:16]=3)[C:10](=[O:11])[C:5]2=[C:4]([CH3:23])[CH:3]=1.[F:24][C:25]([F:44])([F:43])[C@@H:26]([C:28]1[CH:29]=[N:30][CH:31]=[C:32](B2OC(C)(C)C(C)(C)O2)[CH:33]=1)[OH:27].C([O-])([O-])=O.[Na+].[Na+]. (4) Given the product [CH3:26][O:27][C:28](=[O:43])[CH2:29][O:30][C:31]1[CH:36]=[CH:35][C:34]([O:37][CH2:38][C:39]2[S:41][C:2]([C:15]3[CH:20]=[CH:19][C:18]([O:21][C:22]([F:25])([F:24])[F:23])=[CH:17][CH:16]=3)=[C:3]([C:5]3[CH:10]=[CH:9][C:8]([O:11][CH:12]([CH3:14])[CH3:13])=[CH:7][CH:6]=3)[N:40]=2)=[CH:33][C:32]=1[CH3:42], predict the reactants needed to synthesize it. The reactants are: Br[CH:2]([C:15]1[CH:20]=[CH:19][C:18]([O:21][C:22]([F:25])([F:24])[F:23])=[CH:17][CH:16]=1)[C:3]([C:5]1[CH:10]=[CH:9][C:8]([O:11][CH:12]([CH3:14])[CH3:13])=[CH:7][CH:6]=1)=O.[CH3:26][O:27][C:28](=[O:43])[CH2:29][O:30][C:31]1[CH:36]=[CH:35][C:34]([O:37][CH2:38][C:39](=[S:41])[NH2:40])=[CH:33][C:32]=1[CH3:42]. (5) Given the product [F:3][C:4]1[C:9]([O:10][C:18]2[C:23]3=[C:24]([CH3:32])[C:25]([O:27][CH2:28][C@@H:29]([OH:31])[CH3:30])=[CH:26][N:22]3[N:21]=[CH:20][N:19]=2)=[CH:8][N:7]=[C:6]2[NH:11][CH:12]=[CH:13][C:5]=12, predict the reactants needed to synthesize it. The reactants are: [H-].[Na+].[F:3][C:4]1[C:9]([OH:10])=[CH:8][N:7]=[C:6]2[NH:11][CH:12]=[CH:13][C:5]=12.CS([C:18]1[C:23]2=[C:24]([CH3:32])[C:25]([O:27][CH2:28][C@@H:29]([OH:31])[CH3:30])=[CH:26][N:22]2[N:21]=[CH:20][N:19]=1)(=O)=O.